Predict the product of the given reaction. From a dataset of Forward reaction prediction with 1.9M reactions from USPTO patents (1976-2016). (1) Given the reactants [Br:1][C:2]1[CH:3]=[N:4][C:5]2[N:6]([N:8]=[C:9]([C:11]([OH:13])=O)[CH:10]=2)[CH:7]=1.[F:14][C:15]1[C:20]([C:21]2[N:25]3[CH2:26][CH2:27][NH:28][CH:29]([CH3:30])[C:24]3=[N:23][N:22]=2)=[CH:19][CH:18]=[CH:17][N:16]=1, predict the reaction product. The product is: [Br:1][C:2]1[CH:3]=[N:4][C:5]2[N:6]([N:8]=[C:9]([C:11]([N:28]3[CH2:27][CH2:26][N:25]4[C:21]([C:20]5[C:15]([F:14])=[N:16][CH:17]=[CH:18][CH:19]=5)=[N:22][N:23]=[C:24]4[CH:29]3[CH3:30])=[O:13])[CH:10]=2)[CH:7]=1. (2) Given the reactants [Cl:1][C:2]1[C:7]([Cl:8])=[C:6]([Cl:9])[N:5]=[C:4]([C:10]([O-:12])=[O:11])[CH:3]=1.[C:13]1([CH3:23])[CH:18]=[CH:17][C:16](S([O-])(=O)=O)=[CH:15][CH:14]=1.[NH+]1C=CC=CC=1.C(O)C1C=CC=CC=1, predict the reaction product. The product is: [Cl:1][C:2]1[C:7]([Cl:8])=[C:6]([Cl:9])[N:5]=[C:4]([C:10]([O:12][CH2:23][C:13]2[CH:18]=[CH:17][CH:16]=[CH:15][CH:14]=2)=[O:11])[CH:3]=1.